This data is from Catalyst prediction with 721,799 reactions and 888 catalyst types from USPTO. The task is: Predict which catalyst facilitates the given reaction. (1) Reactant: [Cl:1][C:2]1[C:3]([C:18]2[N:22]=[C:21]([C:23]3[N:24]=[C:25]4[C:30]([Cl:31])=[CH:29][C:28]([O:32][CH:33]([CH3:35])[CH3:34])=[CH:27][N:26]4[CH:36]=3)[O:20][N:19]=2)=[CH:4][C:5]([F:17])=[C:6]([CH2:8][CH2:9][C:10]([O:12]C(C)(C)C)=[O:11])[CH:7]=1.C(O)(C(F)(F)F)=O. Product: [Cl:1][C:2]1[C:3]([C:18]2[N:22]=[C:21]([C:23]3[N:24]=[C:25]4[C:30]([Cl:31])=[CH:29][C:28]([O:32][CH:33]([CH3:34])[CH3:35])=[CH:27][N:26]4[CH:36]=3)[O:20][N:19]=2)=[CH:4][C:5]([F:17])=[C:6]([CH2:8][CH2:9][C:10]([OH:12])=[O:11])[CH:7]=1. The catalyst class is: 2. (2) The catalyst class is: 12. Reactant: [CH3:1][N:2]([CH3:18])[C:3](=[O:17])[C@@H:4]([NH:9]C(=O)OC(C)(C)C)[C:5]([CH3:8])([CH3:7])[CH3:6].Cl.CCN(CC)CC.[F:27][C:28]([F:43])([F:42])[C:29]1[CH:30]=[C:31]([N:39]=[C:40]=[S:41])[CH:32]=[C:33]([C:35]([F:38])([F:37])[F:36])[CH:34]=1. Product: [F:36][C:35]([F:37])([F:38])[C:33]1[CH:32]=[C:31]([NH:39][C:40](=[S:41])[NH:9][C@@H:4]([C:5]([CH3:8])([CH3:7])[CH3:6])[C:3]([N:2]([CH3:18])[CH3:1])=[O:17])[CH:30]=[C:29]([C:28]([F:42])([F:27])[F:43])[CH:34]=1. (3) Reactant: [CH2:1]([C:3]1([CH2:18][CH2:19][OH:20])[C:8]2[NH:9][C:10]3[C:15]([C:7]=2[CH2:6][CH2:5][O:4]1)=[CH:14][CH:13]=[CH:12][C:11]=3[CH2:16][CH3:17])[CH3:2].CS(C)=O.[CH3:25][C:26](OC(C)=O)=[O:27]. Product: [CH2:1]([C:3]1([CH2:18][CH2:19][O:20][C:26](=[O:27])[CH3:25])[C:8]2[NH:9][C:10]3[C:15]([C:7]=2[CH2:6][CH2:5][O:4]1)=[CH:14][CH:13]=[CH:12][C:11]=3[CH2:16][CH3:17])[CH3:2]. The catalyst class is: 6. (4) Reactant: [CH3:1][C:2]([CH3:15])([CH3:14])[C:3]#[C:4][C:5]1[O:9][N:8]=[C:7]([C:10]([OH:12])=O)[C:6]=1[CH3:13].[NH2:16][C:17]1[C:18](=[O:30])[N:19]([CH:24]2[CH2:29][CH2:28][CH2:27][CH2:26][CH2:25]2)[N:20]([CH3:23])[C:21]=1[CH3:22].CCN(C(C)C)C(C)C.CN(C(ON1N=NC2C=CC=NC1=2)=[N+](C)C)C.F[P-](F)(F)(F)(F)F. Product: [CH:24]1([N:19]2[C:18](=[O:30])[C:17]([NH:16][C:10]([C:7]3[C:6]([CH3:13])=[C:5]([C:4]#[C:3][C:2]([CH3:1])([CH3:15])[CH3:14])[O:9][N:8]=3)=[O:12])=[C:21]([CH3:22])[N:20]2[CH3:23])[CH2:25][CH2:26][CH2:27][CH2:28][CH2:29]1. The catalyst class is: 18. (5) Reactant: Cl.Cl.[NH2:3][C@H:4]1[CH2:8][C@@H:7]([C:9]([N:11]([C:13]2[C:14]([Cl:24])=[N:15][N:16]([C:18]3[CH:19]=[N:20][CH:21]=[CH:22][CH:23]=3)[CH:17]=2)[CH3:12])=[O:10])[CH:6]=[CH:5]1.C(N(CC)CC)C.[C:32](Cl)(=[O:34])[CH3:33]. Product: [C:32]([NH:3][C@H:4]1[CH2:8][C@@H:7]([C:9]([N:11]([C:13]2[C:14]([Cl:24])=[N:15][N:16]([C:18]3[CH:19]=[N:20][CH:21]=[CH:22][CH:23]=3)[CH:17]=2)[CH3:12])=[O:10])[CH:6]=[CH:5]1)(=[O:34])[CH3:33]. The catalyst class is: 2. (6) Reactant: [F:1][C:2]([F:19])([CH:8]([F:18])[C:9]1[CH:14]=[CH:13][CH:12]=[C:11]([N+:15]([O-:17])=[O:16])[CH:10]=1)[C:3](OCC)=[O:4].[BH4-].[Na+].C(OCC)(=O)C.Cl. Product: [F:1][C:2]([F:19])([CH:8]([F:18])[C:9]1[CH:14]=[CH:13][CH:12]=[C:11]([N+:15]([O-:17])=[O:16])[CH:10]=1)[CH2:3][OH:4]. The catalyst class is: 8.